This data is from Peptide-MHC class I binding affinity with 185,985 pairs from IEDB/IMGT. The task is: Regression. Given a peptide amino acid sequence and an MHC pseudo amino acid sequence, predict their binding affinity value. This is MHC class I binding data. (1) The peptide sequence is RWASGVSEI. The MHC is HLA-A02:12 with pseudo-sequence HLA-A02:12. The binding affinity (normalized) is 0.0847. (2) The peptide sequence is RTSKAALER. The MHC is HLA-A02:01 with pseudo-sequence HLA-A02:01. The binding affinity (normalized) is 0. (3) The peptide sequence is MEDGTIVFSL. The MHC is HLA-A02:02 with pseudo-sequence HLA-A02:02. The binding affinity (normalized) is 0.369. (4) The peptide sequence is KLQVELDNV. The MHC is HLA-A02:06 with pseudo-sequence HLA-A02:06. The binding affinity (normalized) is 0.795. (5) The peptide sequence is RRNDVARIF. The MHC is HLA-B35:01 with pseudo-sequence HLA-B35:01. The binding affinity (normalized) is 0.0847. (6) The peptide sequence is LLYQTFGRK. The MHC is Patr-A0301 with pseudo-sequence Patr-A0301. The binding affinity (normalized) is 0.171.